Dataset: Catalyst prediction with 721,799 reactions and 888 catalyst types from USPTO. Task: Predict which catalyst facilitates the given reaction. (1) Reactant: [Br:1][C:2]1[CH:9]=[CH:8][C:5]([CH:6]=O)=[C:4]([OH:10])[CH:3]=1.C(=O)([O-])[O-].[K+].[K+].Cl[CH2:18][C:19]([O:21]C)=[O:20].[OH-].[K+]. Product: [Br:1][C:2]1[CH:9]=[CH:8][C:5]2[CH:6]=[C:18]([C:19]([OH:21])=[O:20])[O:10][C:4]=2[CH:3]=1. The catalyst class is: 90. (2) Reactant: [C:1]([C:5]1[CH:10]=[CH:9][C:8]([NH:11][C:12]2[S:13][CH2:14][C:15](=[O:17])[N:16]=2)=[CH:7][CH:6]=1)([CH3:4])([CH3:3])[CH3:2].[CH3:18][C:19]1[CH:26]=[CH:25][C:22]([CH:23]=O)=[CH:21][CH:20]=1.C([O-])(=O)C.[Na+]. Product: [C:1]([C:5]1[CH:6]=[CH:7][C:8]([NH:11][C:12]2[S:13][C:14](=[CH:18][C:19]3[CH:26]=[CH:25][C:22]([CH3:23])=[CH:21][CH:20]=3)[C:15](=[O:17])[N:16]=2)=[CH:9][CH:10]=1)([CH3:4])([CH3:2])[CH3:3]. The catalyst class is: 15.